Dataset: TCR-epitope binding with 47,182 pairs between 192 epitopes and 23,139 TCRs. Task: Binary Classification. Given a T-cell receptor sequence (or CDR3 region) and an epitope sequence, predict whether binding occurs between them. The epitope is ILKEPVHGV. The TCR CDR3 sequence is CASSLGDPGGFMAFF. Result: 0 (the TCR does not bind to the epitope).